This data is from Full USPTO retrosynthesis dataset with 1.9M reactions from patents (1976-2016). The task is: Predict the reactants needed to synthesize the given product. (1) Given the product [CH:27]1([CH2:30][N:17]2[CH2:18][CH2:19][C:14]([CH2:13][NH:12][C:10](=[O:11])[CH2:9][C:4]3[CH:3]=[C:2]([F:1])[CH:7]=[C:6]([F:8])[CH:5]=3)([C:20]3[CH:21]=[CH:22][C:23]([I:26])=[CH:24][CH:25]=3)[CH2:15][CH2:16]2)[CH2:29][CH2:28]1, predict the reactants needed to synthesize it. The reactants are: [F:1][C:2]1[CH:3]=[C:4]([CH2:9][C:10]([NH:12][CH2:13][C:14]2([C:20]3[CH:25]=[CH:24][C:23]([I:26])=[CH:22][CH:21]=3)[CH2:19][CH2:18][NH:17][CH2:16][CH2:15]2)=[O:11])[CH:5]=[C:6]([F:8])[CH:7]=1.[CH:27]1([CH:30]=O)[CH2:29][CH2:28]1.CC(O)=O.[BH-](OC(C)=O)(OC(C)=O)OC(C)=O.[Na+]. (2) Given the product [CH3:51][C@H:41]1[CH2:42][N:43]([CH:47]2[CH2:50][O:49][CH2:48]2)[C@H:44]([CH3:46])[CH2:45][N:40]1[C:37]1[CH:38]=[CH:39][C:34]([NH:33][C:31]2[C:30](=[O:52])[N:29]([CH3:53])[CH:28]=[C:27]([C:7]3[C:6]([CH2:5][OH:4])=[C:11]([N:12]4[CH2:24][CH2:23][N:15]5[C:16]6[CH2:17][CH2:18][CH2:19][CH2:20][C:21]=6[CH:22]=[C:14]5[C:13]4=[O:25])[CH:10]=[C:9]([F:26])[CH:8]=3)[CH:32]=2)=[N:35][CH:36]=1, predict the reactants needed to synthesize it. The reactants are: C([O:4][CH2:5][C:6]1[C:11]([N:12]2[CH2:24][CH2:23][N:15]3[C:16]4[CH2:17][CH2:18][CH2:19][CH2:20][C:21]=4[CH:22]=[C:14]3[C:13]2=[O:25])=[CH:10][C:9]([F:26])=[CH:8][C:7]=1[C:27]1[CH:32]=[C:31]([NH:33][C:34]2[CH:39]=[CH:38][C:37]([N:40]3[CH2:45][C@@H:44]([CH3:46])[N:43]([CH:47]4[CH2:50][O:49][CH2:48]4)[CH2:42][C@@H:41]3[CH3:51])=[CH:36][N:35]=2)[C:30](=[O:52])[N:29]([CH3:53])[CH:28]=1)(=O)C.[OH-].[Li+]. (3) Given the product [ClH:30].[CH3:1][N:2]1[CH2:7][CH2:6][CH:5]([C:8]2[CH:13]=[CH:12][CH:11]=[C:10]([C:14]([N:16]3[CH2:17][CH2:18][CH:19]([O:22][C:23]4[CH:28]=[CH:27][CH:26]=[CH:25][C:24]=4[CH3:29])[CH2:20][CH2:21]3)=[O:15])[N:9]=2)[CH2:4][CH2:3]1, predict the reactants needed to synthesize it. The reactants are: [CH3:1][N:2]1[CH2:7][CH2:6][CH:5]([C:8]2[CH:13]=[CH:12][CH:11]=[C:10]([C:14]([N:16]3[CH2:21][CH2:20][CH:19]([O:22][C:23]4[CH:28]=[CH:27][CH:26]=[CH:25][C:24]=4[CH3:29])[CH2:18][CH2:17]3)=[O:15])[N:9]=2)[CH2:4][CH2:3]1.[ClH:30]. (4) Given the product [Cl:9][CH2:10][CH2:11][C:12]([C:6]1[CH:7]=[CH:8][C:1]([OH:2])=[CH:3][C:4]=1[OH:5])=[O:13], predict the reactants needed to synthesize it. The reactants are: [C:1]1([CH:8]=[CH:7][CH:6]=[C:4]([OH:5])[CH:3]=1)[OH:2].[Cl:9][CH2:10][CH2:11][C:12](O)=[O:13].FC(F)(F)S(O)(=O)=O.ClCCl. (5) The reactants are: [Cl:1][C:2]1[CH:26]=[N:25][C:5]2[NH:6][C:7]3[C:12]([C:4]=2[CH:3]=1)=[C:11]([C:13]1[CH:18]=[CH:17][CH:16]=[C:15]([S:19]([CH2:22][CH3:23])(=[O:21])=[O:20])[CH:14]=1)[CH:10]=[CH:9][C:8]=3[OH:24].C(S(C1C=C(C2C=CC(OCCCN(C)C)=C3[C:39]=2[C:40]2[CH:39]=[C:40](C)[CH:41]=[N:42][C:41]=2[NH:42]3)C=CC=1)(=O)=O)C. Given the product [Cl:1][C:2]1[CH:26]=[N:25][C:5]2[NH:6][C:7]3[C:12]([C:4]=2[CH:3]=1)=[C:11]([C:13]1[CH:18]=[CH:17][CH:16]=[C:15]([S:19]([CH2:22][CH3:23])(=[O:21])=[O:20])[CH:14]=1)[CH:10]=[CH:9][C:8]=3[O:24][CH2:39][CH2:40][C:41]#[N:42], predict the reactants needed to synthesize it.